From a dataset of Reaction yield outcomes from USPTO patents with 853,638 reactions. Predict the reaction yield, written as a fraction of the theoretical maximum amount of product (1.0 means a 100% yield; for example, 0.34 means a 34% yield). (1) The reactants are Cl.[Cl:2][C:3]1[CH:8]=[CH:7][C:6]([CH:9]([O:13][CH3:14])[CH:10]([NH2:12])[CH3:11])=[CH:5][CH:4]=1.C(N(CC)CC)C.[F:22][C:23]1[CH:31]=[CH:30][CH:29]=[C:28]([F:32])[C:24]=1[C:25](Cl)=[O:26]. The catalyst is ClCCl. The product is [Cl:2][C:3]1[CH:4]=[CH:5][C:6]([CH:9]([O:13][CH3:14])[CH:10]([NH:12][C:25](=[O:26])[C:24]2[C:23]([F:22])=[CH:31][CH:30]=[CH:29][C:28]=2[F:32])[CH3:11])=[CH:7][CH:8]=1. The yield is 0.830. (2) The reactants are N#N.[C:3]([O:7][C:8]([N:10]1[CH2:19][CH2:18][C:17]2[C:12](=[CH:13][CH:14]=[CH:15][CH:16]=2)[C@@H:11]1[C:20](O)=[O:21])=[O:9])([CH3:6])([CH3:5])[CH3:4].C([O-])(O)=O.[Na+]. The catalyst is C1COCC1. The product is [OH:21][CH2:20][C@H:11]1[C:12]2[C:17](=[CH:16][CH:15]=[CH:14][CH:13]=2)[CH2:18][CH2:19][N:10]1[C:8]([O:7][C:3]([CH3:6])([CH3:5])[CH3:4])=[O:9]. The yield is 0.800. (3) The reactants are [C:1]([CH:3]1[CH2:8][CH2:7][CH:6]([NH:9][C:10](=[O:19])[O:11][CH2:12][C:13]2[CH:18]=[CH:17][CH:16]=[CH:15][CH:14]=2)[CH2:5][CH2:4]1)#[N:2].Cl.P(S)(=[S:28])(OCC)OCC. The product is [C:1]([CH:3]1[CH2:8][CH2:7][CH:6]([NH:9][C:10](=[O:19])[O:11][CH2:12][C:13]2[CH:14]=[CH:15][CH:16]=[CH:17][CH:18]=2)[CH2:5][CH2:4]1)(=[S:28])[NH2:2]. No catalyst specified. The yield is 0.820. (4) The reactants are Cl.[CH3:2][C@@:3]([S:31]([CH3:34])(=[O:33])=[O:32])([CH2:14][CH2:15][N:16]1[CH:21]=[CH:20][C:19]([CH2:22][CH2:23][C:24]2[CH:29]=[CH:28][CH:27]=[CH:26][CH:25]=2)=[CH:18][C:17]1=[O:30])[C:4]([NH:6][O:7]C1CCCCO1)=[O:5]. The catalyst is ClCCl.CO. The product is [OH:7][NH:6][C:4](=[O:5])[C@:3]([CH3:2])([S:31]([CH3:34])(=[O:33])=[O:32])[CH2:14][CH2:15][N:16]1[CH:21]=[CH:20][C:19]([CH2:22][CH2:23][C:24]2[CH:25]=[CH:26][CH:27]=[CH:28][CH:29]=2)=[CH:18][C:17]1=[O:30]. The yield is 0.700.